Dataset: Forward reaction prediction with 1.9M reactions from USPTO patents (1976-2016). Task: Predict the product of the given reaction. (1) Given the reactants Cl[C:2]1[C:7]([N+:8]([O-:10])=[O:9])=[CH:6][C:5]([CH3:11])=[C:4]([F:12])[CH:3]=1.[C:13]([OH:22])(=[O:21])[C:14]1[C:15](=[CH:17][CH:18]=[CH:19][CH:20]=1)[SH:16], predict the reaction product. The product is: [F:12][C:4]1[C:5]([CH3:11])=[CH:6][C:7]([N+:8]([O-:10])=[O:9])=[C:2]([S:16][C:15]2[CH:17]=[CH:18][CH:19]=[CH:20][C:14]=2[C:13]([OH:22])=[O:21])[CH:3]=1. (2) Given the reactants Br[C:2]1[C:3]([Cl:9])=[N:4][C:5]([Cl:8])=[N:6][CH:7]=1.[CH:10](=[O:17])[C:11]1[CH:16]=[CH:15][CH:14]=[CH:13][CH:12]=1, predict the reaction product. The product is: [Cl:8][C:5]1[N:4]=[C:3]([Cl:9])[C:2]([CH:10]([C:11]2[CH:16]=[CH:15][CH:14]=[CH:13][CH:12]=2)[OH:17])=[CH:7][N:6]=1. (3) The product is: [CH3:26][O:25][C:21](=[O:24])[CH2:22][CH2:23][N:6]1[C:5]2[CH:9]=[C:10]([CH3:14])[CH:11]=[C:12]([CH3:13])[C:4]=2[O:3][CH:2]([CH3:1])[C:7]1=[O:8]. Given the reactants [CH3:1][CH:2]1[C:7](=[O:8])[NH:6][C:5]2[CH:9]=[C:10]([CH3:14])[CH:11]=[C:12]([CH3:13])[C:4]=2[O:3]1.C(=O)([O-])[O-].[K+].[K+].[C:21]([O:25][CH3:26])(=[O:24])[CH:22]=[CH2:23].C(O)(=O)CC(CC(O)=O)(C(O)=O)O, predict the reaction product. (4) Given the reactants [C:1]([Si:5]([CH3:30])([CH3:29])[O:6][CH2:7][CH2:8][C:9]1([CH2:26][CH2:27][CH3:28])[C:14]2[NH:15][C:16]3[C:17]([F:25])=[CH:18][CH:19]=[C:20]([C:22]([OH:24])=O)[C:21]=3[C:13]=2[CH2:12][CH2:11][O:10]1)([CH3:4])([CH3:3])[CH3:2].CCN=C=NCCCN(C)C.C1C=CC2N(O)N=NC=2C=1.C(N(C(C)C)CC)(C)C.[NH:61]1[CH2:66][CH2:65][O:64][CH2:63][CH2:62]1, predict the reaction product. The product is: [C:1]([Si:5]([CH3:29])([CH3:30])[O:6][CH2:7][CH2:8][C:9]1([CH2:26][CH2:27][CH3:28])[C:14]2[NH:15][C:16]3[C:21]([C:13]=2[CH2:12][CH2:11][O:10]1)=[C:20]([C:22]([N:61]1[CH2:66][CH2:65][O:64][CH2:63][CH2:62]1)=[O:24])[CH:19]=[CH:18][C:17]=3[F:25])([CH3:3])([CH3:2])[CH3:4]. (5) Given the reactants [C:1]([C:4]1[CH:12]=[C:11]2[C:7]([CH:8]=[CH:9][NH:10]2)=[CH:6][CH:5]=1)(=[O:3])[CH3:2].[OH2:13], predict the reaction product. The product is: [C:1]([C:4]1[CH:12]=[C:11]2[C:7]([C:8]3[C:9]([NH:10]2)=[C:9]2[NH:10][C:11]4[CH:12]=[C:4]([C:1](=[O:13])[CH3:2])[CH:5]=[CH:6][C:7]=4[C:8]2=[C:9]2[NH:10][C:11]4[CH:12]=[C:4]([C:1](=[O:3])[CH3:2])[CH:5]=[CH:6][C:7]=4[C:8]=32)=[CH:6][CH:5]=1)(=[O:3])[CH3:2]. (6) Given the reactants [CH3:1][C:2]1[CH:3]=[CH:4][C:5]([I:11])=[C:6]([CH:10]=1)[C:7](O)=[O:8].B.C1COCC1.O, predict the reaction product. The product is: [I:11][C:5]1[CH:4]=[CH:3][C:2]([CH3:1])=[CH:10][C:6]=1[CH2:7][OH:8]. (7) Given the reactants [F:1][C:2]([F:24])([F:23])[O:3][C:4]1[CH:5]=[C:6]([NH:10][CH2:11][CH2:12][C:13]2[CH:18]=[CH:17][C:16]([C:19]([F:22])([F:21])[F:20])=[CH:15][CH:14]=2)[CH:7]=[CH:8][CH:9]=1.C(OC([NH:32][CH:33]([C:37]1[CH:42]=[CH:41][CH:40]=[CH:39][CH:38]=1)[C:34](O)=[O:35])=O)(C)(C)C, predict the reaction product. The product is: [NH2:32][CH:33]([C:37]1[CH:42]=[CH:41][CH:40]=[CH:39][CH:38]=1)[C:34]([N:10]([C:6]1[CH:7]=[CH:8][CH:9]=[C:4]([O:3][C:2]([F:23])([F:24])[F:1])[CH:5]=1)[CH2:11][CH2:12][C:13]1[CH:18]=[CH:17][C:16]([C:19]([F:22])([F:21])[F:20])=[CH:15][CH:14]=1)=[O:35]. (8) Given the reactants [Cl:1][C:2]1[CH:3]=[CH:4][CH:5]=[C:6]2[C:10]=1[C:9](=[O:11])[N:8]([C:12]1[CH:13]=[C:14]([CH:32]=[CH:33][CH:34]=1)[C:15](NCCC1CCN(C3C=CN=CC=3)CC1)=[O:16])[CH2:7]2.[N:35]1[C:44]2[NH:43][CH2:42][CH2:41][CH2:40][C:39]=2[CH:38]=[CH:37][C:36]=1[CH2:45][CH2:46][NH2:47].ClC1C=CC=C2C=1C(=O)N(C1C=C(C=CC=1)C(O)=O)C2, predict the reaction product. The product is: [Cl:1][C:2]1[CH:3]=[CH:4][CH:5]=[C:6]2[C:10]=1[C:9](=[O:11])[N:8]([C:12]1[CH:13]=[C:14]([CH:32]=[CH:33][CH:34]=1)[C:15]([NH:47][CH2:46][CH2:45][C:36]1[CH:37]=[CH:38][C:39]3[CH2:40][CH2:41][CH2:42][NH:43][C:44]=3[N:35]=1)=[O:16])[CH2:7]2. (9) Given the reactants [CH3:1][O:2][C:3]1[CH:4]=[C:5]2[C:10](=[CH:11][C:12]=1[O:13][CH3:14])[N:9]=[C:8]([CH:15]1[CH2:20][CH2:19][NH:18][CH2:17][CH2:16]1)[N:7]=[C:6]2[N:21]1[CH2:26][CH2:25][N:24]([C:27]2[CH:32]=[CH:31][CH:30]=[CH:29][C:28]=2[O:33][CH3:34])[CH2:23][CH2:22]1.[BH3-][C:36]#N.[Na+].C=O, predict the reaction product. The product is: [CH3:1][O:2][C:3]1[CH:4]=[C:5]2[C:10](=[CH:11][C:12]=1[O:13][CH3:14])[N:9]=[C:8]([CH:15]1[CH2:20][CH2:19][N:18]([CH3:36])[CH2:17][CH2:16]1)[N:7]=[C:6]2[N:21]1[CH2:26][CH2:25][N:24]([C:27]2[CH:32]=[CH:31][CH:30]=[CH:29][C:28]=2[O:33][CH3:34])[CH2:23][CH2:22]1.